This data is from Catalyst prediction with 721,799 reactions and 888 catalyst types from USPTO. The task is: Predict which catalyst facilitates the given reaction. (1) Reactant: [OH:1][C@@H:2]1[CH2:29][C@H:28]2[C@:23]([CH3:36])([CH2:24][CH2:25][C@@H:26]([O:30][CH2:31][CH:32]([OH:35])[CH2:33][NH2:34])[CH2:27]2)[C@@H:22]2[C@@H:3]1[C@H:4]1[C@:19]([CH3:38])([C@@H:20]([OH:37])[CH2:21]2)[C@@H:7]([C@H:8]([CH3:18])[CH2:9][CH2:10][C:11]([O:13][C:14]([CH3:17])([CH3:16])[CH3:15])=[O:12])[CH2:6][CH2:5]1.[C:39](ON1C(=O)CCC1=O)([O:41][CH2:42][CH:43]1[C:55]2[C:50](=[CH:51][CH:52]=[CH:53][CH:54]=2)[C:49]2[C:44]1=[CH:45][CH:46]=[CH:47][CH:48]=2)=[O:40].CCN(C(C)C)C(C)C.C(Cl)Cl. Product: [OH:1][C@@H:2]1[CH2:29][C@H:28]2[C@:23]([CH3:36])([CH2:24][CH2:25][C@@H:26]([O:30][CH2:31][CH:32]([OH:35])[CH2:33][NH:34][C:39]([O:41][CH2:42][CH:43]3[C:44]4[C:49](=[CH:48][CH:47]=[CH:46][CH:45]=4)[C:50]4[C:55]3=[CH:54][CH:53]=[CH:52][CH:51]=4)=[O:40])[CH2:27]2)[C@@H:22]2[C@@H:3]1[C@H:4]1[C@:19]([CH3:38])([C@@H:20]([OH:37])[CH2:21]2)[C@@H:7]([C@H:8]([CH3:18])[CH2:9][CH2:10][C:11]([O:13][C:14]([CH3:15])([CH3:16])[CH3:17])=[O:12])[CH2:6][CH2:5]1. The catalyst class is: 175. (2) Reactant: I[C:2]1[CH:7]=[CH:6][N:5]=[C:4]2[NH:8][N:9]=[CH:10][C:3]=12.C([Mg][Cl:15])(C)C.[Cl:16][C:17]1[CH:22]=[CH:21][C:20]([S:23]([N:26]([C:30]2[C:31]([CH:37]=[O:38])=[N:32][CH:33]=[C:34](C)[CH:35]=2)COC)(=[O:25])=[O:24])=[CH:19][C:18]=1[C:39]([F:42])([F:41])[F:40]. Product: [Cl:16][C:17]1[CH:22]=[CH:21][C:20]([S:23]([NH:26][C:30]2[C:31]([CH:37]([OH:38])[C:2]3[CH:7]=[CH:6][N:5]=[C:4]4[NH:8][N:9]=[CH:10][C:3]=34)=[N:32][CH:33]=[C:34]([Cl:15])[CH:35]=2)(=[O:25])=[O:24])=[CH:19][C:18]=1[C:39]([F:42])([F:41])[F:40]. The catalyst class is: 1. (3) Reactant: [NH2:1][CH2:2][CH:3]1[CH2:8][CH2:7][CH:6]([CH2:9][N:10]([CH2:31][C:32]2[CH:37]=[CH:36][CH:35]=[CH:34][CH:33]=2)[S:11]([NH:14][C:15](=[O:30])[C:16]2[CH:21]=[C:20]([C:22]([F:25])([F:24])[F:23])[CH:19]=[C:18]([C:26]([F:29])([F:28])[F:27])[CH:17]=2)(=[O:13])=[O:12])[CH2:5][CH2:4]1.C(N(CC)CC)C.[C:45](Cl)(=[O:50])[CH2:46][CH2:47][CH2:48][CH3:49]. Product: [CH2:31]([N:10]([CH2:9][CH:6]1[CH2:5][CH2:4][CH:3]([CH2:2][NH:1][C:45](=[O:50])[CH2:46][CH2:47][CH2:48][CH3:49])[CH2:8][CH2:7]1)[S:11]([NH:14][C:15](=[O:30])[C:16]1[CH:17]=[C:18]([C:26]([F:27])([F:28])[F:29])[CH:19]=[C:20]([C:22]([F:23])([F:24])[F:25])[CH:21]=1)(=[O:12])=[O:13])[C:32]1[CH:37]=[CH:36][CH:35]=[CH:34][CH:33]=1. The catalyst class is: 4. (4) Reactant: Cl[S:2]([OH:5])(=[O:4])=[O:3].[CH:6]([C:9]1[CH:14]=[CH:13][C:12]([N:15]2[CH:19]=[CH:18][CH:17]=[CH:16]2)=[CH:11][CH:10]=1)([CH3:8])[CH3:7]. Product: [CH:6]([C:9]1[CH:14]=[CH:13][C:12]([N:15]2[CH:19]=[CH:18][CH:17]=[C:16]2[S:2]([OH:5])(=[O:4])=[O:3])=[CH:11][CH:10]=1)([CH3:8])[CH3:7]. The catalyst class is: 22. (5) Product: [CH3:1][C:2]1[N:3]=[C:4]2[CH:12]=[CH:11][CH:10]=[C:9]3[N:5]2[C:6]=1[C:7](=[O:18])[N:8]3[CH2:13][CH2:14][CH2:15][CH2:16][NH:17][C:29](=[O:30])[C:28]([F:33])([F:32])[C:27]([F:35])([F:34])[F:26]. The catalyst class is: 10. Reactant: [CH3:1][C:2]1[N:3]=[C:4]2[CH:12]=[CH:11][CH:10]=[C:9]3[N:5]2[C:6]=1[C:7](=[O:18])[N:8]3[CH2:13][CH2:14][CH2:15][CH2:16][NH2:17].C(N(CC)CC)C.[F:26][C:27]([F:35])([F:34])[C:28]([F:33])([F:32])[C:29](O)=[O:30]. (6) Reactant: [CH3:1][N:2]1[C:6]2[CH:7]=[C:8]([NH2:11])[CH:9]=[CH:10][C:5]=2[N:4]=[CH:3]1.[Br:12]Br.N. Product: [CH3:1][N:2]1[C:6]2[C:7]([Br:12])=[C:8]([NH2:11])[CH:9]=[CH:10][C:5]=2[N:4]=[CH:3]1. The catalyst class is: 52.